From a dataset of Full USPTO retrosynthesis dataset with 1.9M reactions from patents (1976-2016). Predict the reactants needed to synthesize the given product. (1) Given the product [O:24]1[CH2:25][CH2:26][N:21]([CH2:2][C@H:3]2[CH2:7][CH2:6][C@H:5]([CH2:8][CH2:9][C:10]3[CH:15]=[C:14]([F:16])[CH:13]=[CH:12][C:11]=3[O:17][CH3:18])[O:4]2)[CH2:22][CH2:23]1, predict the reactants needed to synthesize it. The reactants are: Br[CH2:2][C@H:3]1[CH2:7][CH2:6][C@H:5]([CH2:8][CH2:9][C:10]2[CH:15]=[C:14]([F:16])[CH:13]=[CH:12][C:11]=2[O:17][CH3:18])[O:4]1.[Na+].[I-].[NH:21]1[CH2:26][CH2:25][O:24][CH2:23][CH2:22]1.C([O-])(O)=O.[Na+]. (2) Given the product [OH:13][CH:6]1[CH2:5][C:4]2[C:9](=[CH:10][CH:11]=[C:2]([C:19]3[CH:20]=[CH:21][C:16]([C:15]([F:26])([F:25])[F:14])=[CH:17][CH:18]=3)[CH:3]=2)[NH:8][C:7]1=[O:12], predict the reactants needed to synthesize it. The reactants are: Br[C:2]1[CH:3]=[C:4]2[C:9](=[CH:10][CH:11]=1)[NH:8][C:7](=[O:12])[CH:6]([OH:13])[CH2:5]2.[F:14][C:15]([F:26])([F:25])[C:16]1[CH:21]=[CH:20][C:19](B(O)O)=[CH:18][CH:17]=1.C(=O)([O-])[O-].[K+].[K+].O1CCOCC1. (3) Given the product [C:1]([C:3]1([NH:6][C:7]([C@@H:9]2[CH2:13][C@@H:12]([S:14][C:15]3[CH:20]=[CH:19][CH:18]=[CH:17][C:16]=3[O:21][CH3:22])[CH2:11][NH:10]2)=[O:8])[CH2:5][CH2:4]1)#[N:2], predict the reactants needed to synthesize it. The reactants are: [C:1]([C:3]1([NH:6][C:7]([C@@H:9]2[CH2:13][C@@H:12]([S:14][C:15]3[CH:20]=[CH:19][CH:18]=[CH:17][C:16]=3[O:21][CH3:22])[CH2:11][N:10]2C(OC(C)(C)C)=O)=[O:8])[CH2:5][CH2:4]1)#[N:2]. (4) Given the product [CH3:1][O:2][C:3]1[CH:28]=[CH:27][C:6]2[C:7]([CH2:20][CH2:21][CH2:22][CH2:23][CH2:24][CH2:25][OH:26])=[C:8]([C:12]3[CH:17]=[CH:16][C:15]([O:18][CH3:19])=[CH:14][CH:13]=3)[CH2:9][CH2:10][CH2:11][C:5]=2[CH:4]=1, predict the reactants needed to synthesize it. The reactants are: [CH3:1][O:2][C:3]1[CH:28]=[CH:27][C:6]2[C:7]([C:20]#[C:21][CH2:22][CH2:23][CH2:24][CH2:25][OH:26])=[C:8]([C:12]3[CH:17]=[CH:16][C:15]([O:18][CH3:19])=[CH:14][CH:13]=3)[CH2:9][CH2:10][CH2:11][C:5]=2[CH:4]=1. (5) Given the product [NH2:16][C:10](=[O:11])[C@H:9]([NH:8][C:6](=[O:7])[O:5][C:1]([CH3:4])([CH3:3])[CH3:2])[CH2:13][OH:14], predict the reactants needed to synthesize it. The reactants are: [C:1]([O:5][C:6]([NH:8][C@H:9]([CH2:13][OH:14])[C:10](O)=[O:11])=[O:7])([CH3:4])([CH3:3])[CH3:2].C[N:16](C(ON1N=NC2C=CC=NC1=2)=[N+](C)C)C.F[P-](F)(F)(F)(F)F.N. (6) Given the product [F:19][C:20]([F:33])([F:32])[S:21]([O:12][CH2:11][CH2:10][O:9][CH2:8][CH2:7][C:1]1[CH:6]=[CH:5][CH:4]=[CH:3][CH:2]=1)(=[O:23])=[O:22], predict the reactants needed to synthesize it. The reactants are: [C:1]1([CH2:7][CH2:8][O:9][CH2:10][CH2:11][OH:12])[CH:6]=[CH:5][CH:4]=[CH:3][CH:2]=1.N1C=CC=CC=1.[F:19][C:20]([F:33])([F:32])[S:21](O[S:21]([C:20]([F:33])([F:32])[F:19])(=[O:23])=[O:22])(=[O:23])=[O:22]. (7) Given the product [CH3:26][S:23]([CH2:22][CH2:21][C:19]([NH:27][C:15]([C:7]1[CH:6]=[CH:5][C:4]([CH:1]2[CH2:2][CH2:3]2)=[C:9]([O:10][CH2:11][CH:12]2[CH2:13][CH2:14]2)[N:8]=1)=[O:17])([CH3:20])[CH3:18])(=[O:25])=[O:24], predict the reactants needed to synthesize it. The reactants are: [CH:1]1([C:4]2[CH:5]=[CH:6][C:7]([C:15]([OH:17])=O)=[N:8][C:9]=2[O:10][CH2:11][CH:12]2[CH2:14][CH2:13]2)[CH2:3][CH2:2]1.[CH3:18][C:19]([NH2:27])([CH2:21][CH2:22][S:23]([CH3:26])(=[O:25])=[O:24])[CH3:20]. (8) Given the product [C:43]([S:47][S:48][C:49]([N:51]([CH3:66])[C@@H:52]([CH2:59][S:60][S:61][C:62]([CH3:65])([CH3:64])[CH3:63])[C:53]([O:42][C@H:27]1[C@@H:28]([OH:41])[C@H:29]([N:31]2[CH:32]=[N:33][C:34]3[C:35]2=[N:36][CH:37]=[N:38][C:39]=3[NH2:40])[O:30][C@@H:26]1[CH2:25][O:24][P:21]([O:20][C@H:2]1[CH2:1][C@H:5]([N:6]2[CH:7]=[CH:8][C:9]([NH2:13])=[N:10][C:11]2=[O:12])[O:4][C@@H:3]1[CH2:14][O:15][P:16]([OH:18])([OH:19])=[O:17])([OH:23])=[O:22])=[O:54])=[O:50])([CH3:46])([CH3:45])[CH3:44], predict the reactants needed to synthesize it. The reactants are: [CH2:1]1[C@H:5]([N:6]2[C:11](=[O:12])[N:10]=[C:9]([NH2:13])[CH:8]=[CH:7]2)[O:4][C@H:3]([CH2:14][O:15][P:16]([OH:19])([OH:18])=[O:17])[C@H:2]1[O:20][P:21]([O:24][CH2:25][C@H:26]1[O:30][C@@H:29]([N:31]2[C:35]3[N:36]=[CH:37][N:38]=[C:39]([NH2:40])[C:34]=3[N:33]=[CH:32]2)[C@H:28]([OH:41])[C@@H:27]1[OH:42])([OH:23])=[O:22].[C:43]([S:47][S:48][C:49]([N:51]([CH3:66])[C@@H:52]([CH2:59][S:60][S:61][C:62]([CH3:65])([CH3:64])[CH3:63])[C:53](OCC#N)=[O:54])=[O:50])([CH3:46])([CH3:45])[CH3:44].FC(F)(F)C(O)=O. (9) Given the product [CH2:1]([O:3][C:4]1[N:13]=[CH:12][C:11]([CH3:14])=[C:10]2[C:5]=1[CH:6]([C:19]1[CH:20]=[CH:21][CH:22]=[C:23]3[C:28]=1[O:27][C:26]([CH3:29])=[CH:25][C:24]3=[O:30])[C:7]([C:16]([NH2:39])=[O:17])=[C:8]([CH3:15])[NH:9]2)[CH3:2], predict the reactants needed to synthesize it. The reactants are: [CH2:1]([O:3][C:4]1[N:13]=[CH:12][C:11]([CH3:14])=[C:10]2[C:5]=1[CH:6]([C:19]1[CH:20]=[CH:21][CH:22]=[C:23]3[C:28]=1[O:27][C:26]([CH3:29])=[CH:25][C:24]3=[O:30])[C:7]([C:16](O)=[O:17])=[C:8]([CH3:15])[NH:9]2)[CH3:2].C(OCC)(=O)C.C(N1C=CN=C1)([N:39]1C=CN=C1)=O.N.